This data is from Peptide-MHC class II binding affinity with 134,281 pairs from IEDB. The task is: Regression. Given a peptide amino acid sequence and an MHC pseudo amino acid sequence, predict their binding affinity value. This is MHC class II binding data. (1) The peptide sequence is ILMTATPPGTSDEFP. The MHC is HLA-DQA10501-DQB10302 with pseudo-sequence HLA-DQA10501-DQB10302. The binding affinity (normalized) is 0.421. (2) The peptide sequence is VAEAAGKTKEGVLYV. The MHC is HLA-DPA10103-DPB10401 with pseudo-sequence HLA-DPA10103-DPB10401. The binding affinity (normalized) is 0.0170. (3) The peptide sequence is MSAGESKHGLTNTASHTR. The MHC is DRB1_0301 with pseudo-sequence DRB1_0301. The binding affinity (normalized) is 0. (4) The peptide sequence is KNKRGEEDLNKLRDL. The MHC is DRB1_0101 with pseudo-sequence DRB1_0101. The binding affinity (normalized) is 0.0981. (5) The peptide sequence is EKKYFAATQFEHLAA. The MHC is HLA-DQA10501-DQB10301 with pseudo-sequence HLA-DQA10501-DQB10301. The binding affinity (normalized) is 0.260. (6) The peptide sequence is PCLFMRTVSHVILHG. The MHC is HLA-DQA10401-DQB10402 with pseudo-sequence HLA-DQA10401-DQB10402. The binding affinity (normalized) is 0.0343. (7) The peptide sequence is FLQRSVSTVCSRISR. The MHC is DRB1_1301 with pseudo-sequence DRB1_1301. The binding affinity (normalized) is 0.683. (8) The peptide sequence is GLIIGIFAAMLATLP. The MHC is DRB1_1101 with pseudo-sequence DRB1_1101. The binding affinity (normalized) is 0.205. (9) The peptide sequence is WFVRNPFFAVTALTI. The MHC is DRB1_1101 with pseudo-sequence DRB1_1101. The binding affinity (normalized) is 0.625.